This data is from Full USPTO retrosynthesis dataset with 1.9M reactions from patents (1976-2016). The task is: Predict the reactants needed to synthesize the given product. Given the product [CH3:6][N:7]1[C:11]([C:12]2[CH:13]=[CH:14][CH:15]=[CH:16][CH:17]=2)=[C:10]([CH:25]=[O:26])[C:9](=[O:18])[N:8]1[CH3:19], predict the reactants needed to synthesize it. The reactants are: P(Cl)(Cl)(Cl)=O.[CH3:6][N:7]1[C:11]([C:12]2[CH:17]=[CH:16][CH:15]=[CH:14][CH:13]=2)=[CH:10][C:9](=[O:18])[N:8]1[CH3:19].[OH-].[Na+].CN([CH:25]=[O:26])C.